Dataset: Forward reaction prediction with 1.9M reactions from USPTO patents (1976-2016). Task: Predict the product of the given reaction. (1) Given the reactants C[O:2][CH2:3][CH2:4][O:5][CH2:6][CH2:7][O:8][CH2:9][CH2:10][O:11][CH2:12][CH2:13][O:14][CH2:15][CH2:16][O:17][CH2:18][CH2:19][O:20][CH2:21][CH2:22][O:23][CH2:24][CH2:25][O:26][CH2:27][CH2:28][O:29][CH2:30]C1C=CC=CC=1, predict the reaction product. The product is: [CH3:30][O:29][CH2:28][CH2:27][O:26][CH2:25][CH2:24][O:23][CH2:22][CH2:21][O:20][CH2:19][CH2:18][O:17][CH2:16][CH2:15][O:14][CH2:13][CH2:12][O:11][CH2:10][CH2:9][O:8][CH2:7][CH2:6][O:5][CH2:4][CH2:3][OH:2]. (2) Given the reactants [NH2:1][C:2]1[N:3]=[C:4]([CH3:20])[C:5]2[CH:11]=[CH:10][C:9](=[O:12])[N:8]([C@H:13]3[CH2:18][CH2:17][C@H:16]([OH:19])[CH2:15][CH2:14]3)[C:6]=2[N:7]=1.[Br:21]N1C(=O)CCC1=O, predict the reaction product. The product is: [NH2:1][C:2]1[N:3]=[C:4]([CH3:20])[C:5]2[CH:11]=[C:10]([Br:21])[C:9](=[O:12])[N:8]([C@H:13]3[CH2:14][CH2:15][C@H:16]([OH:19])[CH2:17][CH2:18]3)[C:6]=2[N:7]=1. (3) Given the reactants [CH2:1]([O:3][C:4](=[O:25])[C:5]1[CH:10]=[CH:9][C:8]([N:11]=[C:12]([C:19]2[CH:24]=[CH:23][CH:22]=[CH:21][CH:20]=2)[CH2:13][C:14]([O:16]CC)=O)=[CH:7][CH:6]=1)[CH3:2], predict the reaction product. The product is: [CH2:1]([O:3][C:4]([C:5]1[CH:6]=[C:7]2[C:8](=[CH:9][CH:10]=1)[NH:11][C:12]([C:19]1[CH:20]=[CH:21][CH:22]=[CH:23][CH:24]=1)=[CH:13][C:14]2=[O:16])=[O:25])[CH3:2]. (4) Given the reactants [CH2:1]([N:8]1[C:16](=[O:17])[C:15]2[C:10](=[CH:11][CH:12]=[CH:13][C:14]=2[CH3:18])[C:9]1=O)[C:2]1[CH:7]=[CH:6][CH:5]=[CH:4][CH:3]=1.[Sn].Cl.C(OCC)(=O)C, predict the reaction product. The product is: [CH2:1]([N:8]1[CH2:9][C:10]2[C:15](=[C:14]([CH3:18])[CH:13]=[CH:12][CH:11]=2)[C:16]1=[O:17])[C:2]1[CH:3]=[CH:4][CH:5]=[CH:6][CH:7]=1. (5) Given the reactants [C-:1]#[N:2].[K+].Br[CH2:5][C:6]1[C:15]([O:16][CH3:17])=[C:14]2[O:18][C:19]([CH3:22])([CH3:21])[CH2:20][C:13]2=[C:12]2[C:7]=1[CH2:8][C:9]([CH3:30])([CH3:29])[N:10]=[C:11]2[C:23]1[CH:28]=[CH:27][CH:26]=[CH:25][CH:24]=1, predict the reaction product. The product is: [CH3:17][O:16][C:15]1[C:14]2[O:18][C:19]([CH3:21])([CH3:22])[CH2:20][C:13]=2[C:12]2[C:11]([C:23]3[CH:28]=[CH:27][CH:26]=[CH:25][CH:24]=3)=[N:10][C:9]([CH3:30])([CH3:29])[CH2:8][C:7]=2[C:6]=1[CH2:5][C:1]#[N:2]. (6) The product is: [CH3:32][N:31]([CH3:33])[C:30]([NH:29][C:26]1[CH:27]=[CH:28][C:23]([C:18]2[C:17]([C:16]3[CH:15]=[CH:14][N:13]=[C:12]4[NH:35][C:9]([C:6]5[CH:5]=[CH:4][C:3]([CH2:1][N:36]6[CH2:40][CH2:39][CH2:38][CH2:37]6)=[CH:8][CH:7]=5)=[CH:10][C:11]=34)=[CH:21][N:20]([CH3:22])[N:19]=2)=[CH:24][CH:25]=1)=[O:34]. Given the reactants [CH:1]([C:3]1[CH:8]=[CH:7][C:6]([C:9]2[NH:35][C:12]3=[N:13][CH:14]=[CH:15][C:16]([C:17]4[C:18]([C:23]5[CH:28]=[CH:27][C:26]([NH:29][C:30](=[O:34])[N:31]([CH3:33])[CH3:32])=[CH:25][CH:24]=5)=[N:19][N:20]([CH3:22])[CH:21]=4)=[C:11]3[CH:10]=2)=[CH:5][CH:4]=1)=O.[NH:36]1[CH2:40][CH2:39][CH2:38][CH2:37]1, predict the reaction product.